This data is from Catalyst prediction with 721,799 reactions and 888 catalyst types from USPTO. The task is: Predict which catalyst facilitates the given reaction. (1) Reactant: [CH2:1]1[C:5]2([CH2:9][CH2:8][NH:7][CH2:6]2)[CH2:4][N:3]([C:10]([O:12][C:13]([CH3:16])([CH3:15])[CH3:14])=[O:11])[CH2:2]1.CCN(CC)CC.[C:24](Cl)(=[O:27])[CH2:25][CH3:26]. The catalyst class is: 2. Product: [C:24]([N:7]1[CH2:6][C:5]2([CH2:1][CH2:2][N:3]([C:10]([O:12][C:13]([CH3:16])([CH3:15])[CH3:14])=[O:11])[CH2:4]2)[CH2:9][CH2:8]1)(=[O:27])[CH2:25][CH3:26]. (2) Reactant: [Cl:1][C:2]1[CH:10]=[CH:9][C:8]([N+:11]([O-:13])=[O:12])=[CH:7][C:3]=1[C:4](Cl)=[O:5].[NH2:14][C:15]1[N:19]([CH3:20])[C:18]2[CH:21]=[CH:22][CH:23]=[CH:24][C:17]=2[N:16]=1.C(=O)(O)[O-].[Na+].O. Product: [CH3:20][N:19]1[C:18]2[CH:21]=[CH:22][CH:23]=[CH:24][C:17]=2[N:16]=[C:15]1[NH:14][C:4]([C:3]1[CH:7]=[C:8]([N+:11]([O-:13])=[O:12])[CH:9]=[CH:10][C:2]=1[Cl:1])=[O:5]. The catalyst class is: 44. (3) Reactant: [C:1]([O:5][C:6](=[O:19])[NH:7][CH2:8][CH2:9][CH2:10][C:11](=O)[C:12]1[CH:17]=[CH:16][CH:15]=[CH:14][CH:13]=1)([CH3:4])([CH3:3])[CH3:2].[F:20][C:21]1[CH:22]=[C:23]([CH:28]=[CH:29][CH:30]=1)[C:24]([NH:26][NH2:27])=[S:25]. The catalyst class is: 511. Product: [C:1]([O:5][C:6](=[O:19])[NH:7][CH2:8][CH2:9][CH2:10][C:11]1([C:12]2[CH:17]=[CH:16][CH:15]=[CH:14][CH:13]=2)[NH:27][N:26]=[C:24]([C:23]2[CH:28]=[CH:29][CH:30]=[C:21]([F:20])[CH:22]=2)[S:25]1)([CH3:4])([CH3:3])[CH3:2]. (4) Reactant: C[O:2][C:3](=[O:37])[C:4]1[CH:9]=[CH:8][C:7]([CH:10]2[CH2:15][CH2:14][CH:13]([N:16]3[CH2:19][CH:18]([NH:20][C:21](=[O:36])[CH2:22][NH:23][C:24](=[O:35])[C:25]4[CH:30]=[CH:29][CH:28]=[C:27]([C:31]([F:34])([F:33])[F:32])[CH:26]=4)[CH2:17]3)[CH2:12][CH2:11]2)=[CH:6][CH:5]=1.CO.O.O[Li].O. Product: [F:33][C:31]([F:32])([F:34])[C:27]1[CH:26]=[C:25]([CH:30]=[CH:29][CH:28]=1)[C:24]([NH:23][CH2:22][C:21]([NH:20][CH:18]1[CH2:17][N:16]([CH:13]2[CH2:14][CH2:15][CH:10]([C:7]3[CH:6]=[CH:5][C:4]([C:3]([OH:37])=[O:2])=[CH:9][CH:8]=3)[CH2:11][CH2:12]2)[CH2:19]1)=[O:36])=[O:35]. The catalyst class is: 1.